The task is: Regression. Given a peptide amino acid sequence and an MHC pseudo amino acid sequence, predict their binding affinity value. This is MHC class I binding data.. This data is from Peptide-MHC class I binding affinity with 185,985 pairs from IEDB/IMGT. (1) The peptide sequence is YVVSRRGDL. The MHC is HLA-B18:01 with pseudo-sequence HLA-B18:01. The binding affinity (normalized) is 0.0847. (2) The peptide sequence is YTGDFDSVI. The MHC is Patr-A0301 with pseudo-sequence Patr-A0301. The binding affinity (normalized) is 0. (3) The binding affinity (normalized) is 0.549. The peptide sequence is FLGSHSEPL. The MHC is BoLA-T2C with pseudo-sequence BoLA-T2C. (4) The peptide sequence is GMHDGTVGK. The MHC is HLA-A24:03 with pseudo-sequence HLA-A24:03. The binding affinity (normalized) is 0.0847.